Dataset: Peptide-MHC class I binding affinity with 185,985 pairs from IEDB/IMGT. Task: Regression. Given a peptide amino acid sequence and an MHC pseudo amino acid sequence, predict their binding affinity value. This is MHC class I binding data. (1) The peptide sequence is DDSIVTGIEL. The MHC is Mamu-B01 with pseudo-sequence Mamu-B01. The binding affinity (normalized) is 0. (2) The peptide sequence is APPSAAIAA. The MHC is Mamu-A01 with pseudo-sequence Mamu-A01. The binding affinity (normalized) is 0.237.